From a dataset of Acute oral toxicity (LD50) regression data from Zhu et al.. Regression/Classification. Given a drug SMILES string, predict its toxicity properties. Task type varies by dataset: regression for continuous values (e.g., LD50, hERG inhibition percentage) or binary classification for toxic/non-toxic outcomes (e.g., AMES mutagenicity, cardiotoxicity, hepatotoxicity). Dataset: ld50_zhu. The molecule is CC(CC=O)CC(C)(C)C. The rat oral LD50 is 1.64, given as -log10 of the dose in mol/kg body weight (higher means more acutely toxic).